From a dataset of Reaction yield outcomes from USPTO patents with 853,638 reactions. Predict the reaction yield, written as a fraction of the theoretical maximum amount of product (1.0 means a 100% yield; for example, 0.34 means a 34% yield). (1) The reactants are CC(OI1(OC(C)=O)(OC(C)=O)OC(=O)C2C=CC=CC1=2)=O.[CH3:23][O:24][C:25]1[CH:26]=[C:27]([N:34]2[CH2:39][CH2:38][CH:37]([OH:40])[CH2:36][CH2:35]2)[CH:28]=[CH:29][C:30]=1[N+:31]([O-:33])=[O:32].[O-]S([O-])(=S)=O.[Na+].[Na+].C([O-])(O)=O.[Na+]. The yield is 0.800. The product is [CH3:23][O:24][C:25]1[CH:26]=[C:27]([N:34]2[CH2:39][CH2:38][C:37](=[O:40])[CH2:36][CH2:35]2)[CH:28]=[CH:29][C:30]=1[N+:31]([O-:33])=[O:32]. The catalyst is C(Cl)Cl. (2) The reactants are [F:1][C:2]1[CH:3]=[CH:4][C:5]([CH3:17])=[C:6]([CH:8]=[N:9][C:10]([O:12][Si:13]([CH3:16])([CH3:15])[CH3:14])=[CH2:11])[CH:7]=1.[Cl:18][C:19]1[CH:27]=[C:26]2[C:22](/[C:23](=[CH:37]/[C:38]3[CH:43]=[CH:42][CH:41]=[C:40]([Cl:44])[CH:39]=3)/[C:24](=[O:36])[N:25]2[CH2:28][O:29][CH2:30][CH2:31][Si](C)(C)C)=[CH:21][CH:20]=1.CO. The catalyst is C1(C)C=CC=CC=1. The product is [Cl:18][C:19]1[CH:27]=[C:26]2[NH:25][C:24](=[O:36])[C@:23]3([C@H:37]([C:38]4[CH:43]=[CH:42][CH:41]=[C:40]([Cl:44])[CH:39]=4)[CH2:12][C:10](=[O:11])[NH:9][C@@H:8]3[C:6]3[CH:7]=[C:2]([F:1])[CH:3]=[CH:4][C:5]=3[CH3:17])[C:22]2=[CH:21][CH:20]=1.[CH3:28][O:29][CH:30]([Si:13]([CH3:14])([CH3:15])[CH3:16])[CH3:31]. The yield is 0.490. (3) The reactants are [OH:1][C:2]1[CH:3]=[C:4]([CH:7]=[CH:8][CH:9]=1)[CH2:5][NH2:6].C(N(CC)CC)C.[O:17](C(OC(C)(C)C)=O)[C:18]([O:20][C:21]([CH3:24])([CH3:23])[CH3:22])=O. The catalyst is CN(C=O)C. The product is [C:21]([O:20][C:18](=[O:17])[NH:6][CH2:5][C:4]1[CH:7]=[CH:8][CH:9]=[C:2]([OH:1])[CH:3]=1)([CH3:24])([CH3:23])[CH3:22]. The yield is 0.220. (4) The reactants are Cl.[C:2]1([CH3:10])[CH:7]=[CH:6][CH:5]=[CH:4][C:3]=1[NH:8][NH2:9].C([O-])(=O)C.[Na+].[C:16](OCC)(=[O:21])[CH2:17][C:18]([CH3:20])=O. The catalyst is C(O)(=O)C. The product is [CH3:20][C:18]1[CH2:17][C:16](=[O:21])[N:8]([C:3]2[CH:4]=[CH:5][CH:6]=[CH:7][C:2]=2[CH3:10])[N:9]=1. The yield is 0.580.